This data is from Forward reaction prediction with 1.9M reactions from USPTO patents (1976-2016). The task is: Predict the product of the given reaction. (1) Given the reactants Cl[C:2]([O:4][CH:5]1[CH:10]([CH:11]([CH3:13])[CH3:12])[CH2:9][CH2:8][CH:7]([CH3:14])[CH2:6]1)=[O:3].[N:15]1C=[CH:19][CH:18]=[CH:17][CH:16]=1.C(N)CCC.Cl, predict the reaction product. The product is: [CH:11]([C@@H:10]1[CH2:9][CH2:8][C@@H:7]([CH3:14])[CH2:6][C@H:5]1[O:4][C:2](=[O:3])[NH:15][CH2:16][CH2:17][CH2:18][CH3:19])([CH3:13])[CH3:12]. (2) Given the reactants [Br:1][C:2]1[C:3]([F:11])=[C:4]([CH:8]=[CH:9][CH:10]=1)[C:5]([OH:7])=O.O=S(Cl)[Cl:14].[C:16]1([CH3:22])C=CC=CC=1, predict the reaction product. The product is: [Br:1][C:2]1[C:3]([F:11])=[C:4]([C:5](=[O:7])[CH2:22][CH2:16][Cl:14])[CH:8]=[CH:9][CH:10]=1. (3) Given the reactants N1C=CN=C1.[Br:6][C:7]1[C:16]2[C:11](=[CH:12][CH:13]=[CH:14][CH:15]=2)[C:10]([OH:17])=[CH:9][CH:8]=1.[Si:18](Cl)([C:21]([CH3:24])([CH3:23])[CH3:22])([CH3:20])[CH3:19], predict the reaction product. The product is: [Br:6][C:7]1[C:16]2[C:11](=[CH:12][CH:13]=[CH:14][CH:15]=2)[C:10]([O:17][Si:18]([C:21]([CH3:24])([CH3:23])[CH3:22])([CH3:20])[CH3:19])=[CH:9][CH:8]=1. (4) Given the reactants Cl[C:2]1[CH:3]=[C:4]([NH2:11])[C:5]2[N:6]([CH:8]=[CH:9][N:10]=2)[N:7]=1.[C:12]([C:16]1[CH:40]=[CH:39][C:19]([C:20]([NH:22][C:23]2[CH:28]=[CH:27][CH:26]=[C:25](B3OC(C)(C)C(C)(C)O3)[C:24]=2[CH3:38])=[O:21])=[CH:18][CH:17]=1)([CH3:15])([CH3:14])[CH3:13].P([O-])([O-])([O-])=O.[K+].[K+].[K+].C1(P(C2CCCCC2)C2C=CC=CC=2C2C(OC)=CC=CC=2OC)CCCCC1, predict the reaction product. The product is: [NH2:11][C:4]1[C:5]2[N:6]([CH:8]=[CH:9][N:10]=2)[N:7]=[C:2]([C:25]2[C:24]([CH3:38])=[C:23]([NH:22][C:20](=[O:21])[C:19]3[CH:18]=[CH:17][C:16]([C:12]([CH3:13])([CH3:14])[CH3:15])=[CH:40][CH:39]=3)[CH:28]=[CH:27][CH:26]=2)[CH:3]=1.